From a dataset of Full USPTO retrosynthesis dataset with 1.9M reactions from patents (1976-2016). Predict the reactants needed to synthesize the given product. Given the product [Br:1][C:2]1[CH:3]=[CH:4][CH:5]=[C:6]2[C:29]=1[C:9]1([CH2:10][CH2:11][N:12]([C:15](=[O:28])/[CH:16]=[CH:17]/[C:18]3[CH:23]=[CH:22][CH:21]=[CH:20][C:19]=3[C:24]([F:25])([F:27])[F:26])[CH2:13][CH2:14]1)[CH2:8][CH:7]2[CH2:30][C:31]([OH:33])=[O:32], predict the reactants needed to synthesize it. The reactants are: [Br:1][C:2]1[CH:3]=[CH:4][CH:5]=[C:6]2[C:29]=1[C:9]1([CH2:14][CH2:13][N:12]([C:15](=[O:28])/[CH:16]=[CH:17]/[C:18]3[CH:23]=[CH:22][CH:21]=[CH:20][C:19]=3[C:24]([F:27])([F:26])[F:25])[CH2:11][CH2:10]1)[CH2:8][CH:7]2[CH2:30][C:31]([O:33]CC)=[O:32].O[Li].O.